Dataset: Full USPTO retrosynthesis dataset with 1.9M reactions from patents (1976-2016). Task: Predict the reactants needed to synthesize the given product. (1) Given the product [N+:20]([C:17]1[CH:18]=[CH:19][C:14]([S:11]([N:9]2[CH2:10][C:5](=[O:36])[CH2:6][N:7]([S:23]([C:26]3[CH:31]=[CH:30][C:29]([N+:32]([O-:34])=[O:33])=[CH:28][CH:27]=3)(=[O:25])=[O:24])[CH2:8]2)(=[O:13])=[O:12])=[CH:15][CH:16]=1)([O-:22])=[O:21], predict the reactants needed to synthesize it. The reactants are: O=[O+][O-].C=[C:5]1[CH2:10][N:9]([S:11]([C:14]2[CH:19]=[CH:18][C:17]([N+:20]([O-:22])=[O:21])=[CH:16][CH:15]=2)(=[O:13])=[O:12])[CH2:8][N:7]([S:23]([C:26]2[CH:31]=[CH:30][C:29]([N+:32]([O-:34])=[O:33])=[CH:28][CH:27]=2)(=[O:25])=[O:24])[CH2:6]1.C(=O)=[O:36].CC(C)=O.CSC. (2) Given the product [NH:65]1[CH2:71][CH2:70][CH2:69][CH:68]([NH:72][C:27](=[O:29])[C:26]2[CH:30]=[CH:31][C:23]([NH:22][C:20]3[N:19]=[CH:18][C:9]4[N:10]([CH3:17])[C:11](=[O:16])[C:12]([F:15])([F:14])[CH2:13][N:7]([CH:1]5[CH2:6][CH2:5][CH2:4][CH2:3][CH2:2]5)[C:8]=4[N:21]=3)=[C:24]([O:32][CH3:33])[CH:25]=2)[CH2:67][CH2:66]1, predict the reactants needed to synthesize it. The reactants are: [CH:1]1([N:7]2[CH2:13][C:12]([F:15])([F:14])[C:11](=[O:16])[N:10]([CH3:17])[C:9]3[CH:18]=[N:19][C:20]([NH:22][C:23]4[CH:31]=[CH:30][C:26]([C:27]([OH:29])=O)=[CH:25][C:24]=4[O:32][CH3:33])=[N:21][C:8]2=3)[CH2:6][CH2:5][CH2:4][CH2:3][CH2:2]1.CN(C(ON1N=NC2C=CC=NC1=2)=[N+](C)C)C.F[P-](F)(F)(F)(F)F.C([N:65]1[CH2:71][CH2:70][CH2:69][CH:68]([NH2:72])[CH2:67][CH2:66]1)(OC(C)(C)C)=O.